This data is from Full USPTO retrosynthesis dataset with 1.9M reactions from patents (1976-2016). The task is: Predict the reactants needed to synthesize the given product. Given the product [Br:15][CH2:2][C:1]([C:4]1[CH:5]=[CH:6][C:7]([N:10]2[CH:14]=[CH:13][N:12]=[N:11]2)=[N:8][CH:9]=1)=[O:3], predict the reactants needed to synthesize it. The reactants are: [C:1]([C:4]1[CH:5]=[CH:6][C:7]([N:10]2[CH:14]=[CH:13][N:12]=[N:11]2)=[N:8][CH:9]=1)(=[O:3])[CH3:2].[Br:15][Si](C)(C)C.O.